Dataset: Full USPTO retrosynthesis dataset with 1.9M reactions from patents (1976-2016). Task: Predict the reactants needed to synthesize the given product. (1) Given the product [F:15][C:16]1[CH:17]=[C:18]([S:23]([NH:1][C:4]2[CH:13]=[CH:12][CH:11]=[C:10]3[C:5]=2[CH:6]=[CH:7][C:8]([NH:36][C@@H:29]2[C:30]4[C:35](=[CH:34][CH:33]=[CH:32][CH:31]=4)[CH2:27][C@@H:28]2[OH:37])=[N:9]3)(=[O:25])=[O:24])[CH:19]=[C:20]([F:22])[CH:21]=1, predict the reactants needed to synthesize it. The reactants are: [N+:1]([C:4]1[CH:13]=[CH:12][CH:11]=[C:10]2[C:5]=1[CH:6]=[CH:7][C:8](Cl)=[N:9]2)([O-])=O.[F:15][C:16]1[CH:17]=[C:18]([S:23](Cl)(=[O:25])=[O:24])[CH:19]=[C:20]([F:22])[CH:21]=1.[CH2:27]1[C:35]2[C:30](=[CH:31][CH:32]=[CH:33][CH:34]=2)[C@@H:29]([NH2:36])[C@H:28]1[OH:37]. (2) Given the product [CH2:10]([N:12]([CH2:16][CH3:17])[C:13](=[O:14])[O:1][NH:2][C:3]([O:4][C:5]([CH3:8])([CH3:7])[CH3:6])=[O:9])[CH3:11], predict the reactants needed to synthesize it. The reactants are: [OH:1][NH:2][C:3](=[O:9])[O:4][C:5]([CH3:8])([CH3:7])[CH3:6].[CH2:10]([N:12]([CH2:16][CH3:17])[C:13](Cl)=[O:14])[CH3:11]. (3) The reactants are: [CH2:1]([O:9][C:10]1[CH:19]=[CH:18][C:13]([C:14]([NH:16][NH2:17])=[O:15])=[CH:12][C:11]=1[C:20]([F:23])([F:22])[F:21])[CH2:2][CH2:3][CH2:4][CH2:5][CH2:6][CH2:7][CH3:8].[C:24](#N)[CH3:25].O. Given the product [C:5]1([CH2:4][CH2:3][CH2:2][CH2:1][O:9][C:10]2[CH:19]=[CH:18][C:13]([C:14]([NH:16][NH2:17])=[O:15])=[CH:12][C:11]=2[C:20]([F:21])([F:22])[F:23])[CH:25]=[CH:24][CH:8]=[CH:7][CH:6]=1, predict the reactants needed to synthesize it. (4) Given the product [Cl:1][C:2]1[CH:9]=[C:8]([N:11]2[CH2:16][CH2:15][NH:14][CH2:13][CH2:12]2)[CH:7]=[CH:6][C:3]=1[C:4]#[N:5], predict the reactants needed to synthesize it. The reactants are: [Cl:1][C:2]1[CH:9]=[C:8](F)[CH:7]=[CH:6][C:3]=1[C:4]#[N:5].[NH:11]1[CH2:16][CH2:15][NH:14][CH2:13][CH2:12]1. (5) Given the product [CH2:18]([N:6]1[CH:7]=[C:2]([Br:1])[CH:3]=[C:4]([N+:9]([O-:11])=[O:10])[C:5]1=[O:8])[C:19]1[CH:24]=[CH:23][CH:22]=[CH:21][CH:20]=1, predict the reactants needed to synthesize it. The reactants are: [Br:1][C:2]1[CH:3]=[C:4]([N+:9]([O-:11])=[O:10])[C:5]([OH:8])=[N:6][CH:7]=1.C([O-])([O-])=O.[K+].[K+].[CH2:18](Br)[C:19]1[CH:24]=[CH:23][CH:22]=[CH:21][CH:20]=1.O. (6) Given the product [Cl:1][C:2]1[CH:3]=[C:4]([O:9][CH:10]([CH3:12])[CH3:11])[CH:5]=[CH:6][C:7]=1[CH3:8], predict the reactants needed to synthesize it. The reactants are: [Cl:1][C:2]1[CH:3]=[C:4]([OH:9])[CH:5]=[CH:6][C:7]=1[CH3:8].[CH:10](I)([CH3:12])[CH3:11]. (7) Given the product [CH2:1]([C:8]1[N:12]=[C:11]([NH:13][C:14]([C:16]2[CH:17]=[CH:18][C:19]([C@H:22]3[CH2:27][CH2:26][C@H:25](/[CH:28]=[CH:29]/[C:30]([OH:32])=[O:31])[CH2:24][CH2:23]3)=[CH:20][CH:21]=2)=[O:15])[O:10][N:9]=1)[C:2]1[CH:7]=[CH:6][CH:5]=[CH:4][CH:3]=1, predict the reactants needed to synthesize it. The reactants are: [CH2:1]([C:8]1[N:12]=[C:11]([NH:13][C:14]([C:16]2[CH:21]=[CH:20][C:19]([C@H:22]3[CH2:27][CH2:26][C@H:25](/[CH:28]=[CH:29]/[C:30]([O:32]C(C)(C)C)=[O:31])[CH2:24][CH2:23]3)=[CH:18][CH:17]=2)=[O:15])[O:10][N:9]=1)[C:2]1[CH:7]=[CH:6][CH:5]=[CH:4][CH:3]=1.FC(F)(F)C(O)=O.